This data is from Forward reaction prediction with 1.9M reactions from USPTO patents (1976-2016). The task is: Predict the product of the given reaction. (1) Given the reactants [N:1]1([C@H:6]2[CH2:10][CH2:9][CH2:8][C@H:7]2[NH2:11])[CH2:5][CH2:4][CH2:3][CH2:2]1.[CH3:12][O:13][C:14]1[CH:22]=[CH:21][CH:20]=[C:19]([CH3:23])[C:15]=1[C:16](O)=[O:17], predict the reaction product. The product is: [CH3:12][O:13][C:14]1[CH:22]=[CH:21][CH:20]=[C:19]([CH3:23])[C:15]=1[C:16]([NH:11][C@@H:7]1[CH2:8][CH2:9][CH2:10][C@@H:6]1[N:1]1[CH2:2][CH2:3][CH2:4][CH2:5]1)=[O:17]. (2) Given the reactants Br[C:2]1[CH:3]=[C:4]([C:8]2[CH:13]=[CH:12][N:11]=[C:10]([OH:14])[N:9]=2)[CH:5]=[CH:6][CH:7]=1.[B:15]1([B:15]2[O:20][CH2:19][C:18]([CH3:22])([CH3:21])[CH2:17][O:16]2)[O:20][CH2:19][C:18]([CH3:22])([CH3:21])[CH2:17][O:16]1.C([O-])(=O)C.[K+].N#N.Cl, predict the reaction product. The product is: [CH3:21][C:18]1([CH3:22])[CH2:19][O:20][B:15]([C:2]2[CH:3]=[C:4]([C:8]3[CH:13]=[CH:12][N:11]=[C:10]([OH:14])[N:9]=3)[CH:5]=[CH:6][CH:7]=2)[O:16][CH2:17]1. (3) Given the reactants [CH2:1]([O:3][C:4](=[O:34])[CH:5]([C:10]1[CH:11]=[C:12]([C:24]2[CH:29]=[CH:28][C:27]([C:30]([F:33])([F:32])[F:31])=[CH:26][CH:25]=2)[CH:13]=[C:14](OS(C(F)(F)F)(=O)=O)[CH:15]=1)[CH2:6][CH:7]([CH3:9])[CH3:8])[CH3:2].[N:35]1[CH:40]=[CH:39][CH:38]=[CH:37][C:36]=1B1OC(C)(C)C(C)(C)O1.C([O-])([O-])=O.[Na+].[Na+], predict the reaction product. The product is: [CH2:1]([O:3][C:4](=[O:34])[CH:5]([C:10]1[CH:11]=[C:12]([C:24]2[CH:25]=[CH:26][C:27]([C:30]([F:32])([F:33])[F:31])=[CH:28][CH:29]=2)[CH:13]=[C:14]([C:36]2[CH:37]=[CH:38][CH:39]=[CH:40][N:35]=2)[CH:15]=1)[CH2:6][CH:7]([CH3:9])[CH3:8])[CH3:2]. (4) Given the reactants CS([C:4]1[N:9]=[CH:8][C:7]2=[CH:10][CH:11]=[C:12]([C:13]3[CH:18]=[CH:17][CH:16]=[CH:15][C:14]=3[O:19][CH3:20])[N:6]2[N:5]=1)=O.C(N(CC)C(C)C)(C)C.[CH3:30][N:31]1[CH2:36][CH2:35][N:34]([CH2:37][C:38]2[CH:43]=[CH:42][C:41]([NH2:44])=[CH:40][CH:39]=2)[CH2:33][CH2:32]1.COCC(O)C, predict the reaction product. The product is: [CH3:20][O:19][C:14]1[CH:15]=[CH:16][CH:17]=[CH:18][C:13]=1[C:12]1[N:6]2[C:7]([CH:8]=[N:9][C:4]([NH:44][C:41]3[CH:40]=[CH:39][C:38]([CH2:37][N:34]4[CH2:33][CH2:32][N:31]([CH3:30])[CH2:36][CH2:35]4)=[CH:43][CH:42]=3)=[N:5]2)=[CH:10][CH:11]=1. (5) Given the reactants [O:1]1[CH2:6][C:5](=O)[CH2:4][C:3](=[O:8])[CH2:2]1.[Br:9][C:10]1[CH:11]=[C:12]([CH:15]=[CH:16][C:17]=1[Br:18])[CH:13]=O.[NH2:19]/[C:20](/[CH3:26])=[CH:21]\[C:22]([O:24][CH3:25])=[O:23], predict the reaction product. The product is: [Br:9][C:10]1[CH:11]=[C:12]([CH:13]2[C:21]([C:22]([O:24][CH3:25])=[O:23])=[C:20]([CH3:26])[NH:19][C:5]3[CH2:6][O:1][CH2:2][C:3](=[O:8])[C:4]2=3)[CH:15]=[CH:16][C:17]=1[Br:18]. (6) Given the reactants [CH3:1][C:2]1[C:7]([N:8]2[CH:17]=[CH:16][C:15]3[C:10](=[CH:11][CH:12]=[CH:13][C:14]=3[N+:18]([O-])=O)[C:9]2=[O:21])=[CH:6][CH:5]=[CH:4][N:3]=1.CO, predict the reaction product. The product is: [NH2:18][C:14]1[CH:13]=[CH:12][CH:11]=[C:10]2[C:15]=1[CH:16]=[CH:17][N:8]([C:7]1[C:2]([CH3:1])=[N:3][CH:4]=[CH:5][CH:6]=1)[C:9]2=[O:21]. (7) Given the reactants Br[C:2]1[C:10]2[N:9]3[CH2:11][CH2:12][NH:13][C:14](=[O:15])[C:8]3=[C:7]([CH3:16])[C:6]=2[CH:5]=[C:4]([Cl:17])[CH:3]=1.[CH3:18][N:19]([CH3:29])[C:20]1[CH:25]=[CH:24][C:23](B(O)O)=[CH:22][CH:21]=1, predict the reaction product. The product is: [Cl:17][C:4]1[CH:3]=[C:2]([C:23]2[CH:24]=[CH:25][C:20]([N:19]([CH3:29])[CH3:18])=[CH:21][CH:22]=2)[C:10]2[N:9]3[CH2:11][CH2:12][NH:13][C:14](=[O:15])[C:8]3=[C:7]([CH3:16])[C:6]=2[CH:5]=1. (8) Given the reactants Cl.[NH2:2][CH2:3][C:4]1[CH:5]=[CH:6][C:7]([F:29])=[C:8]([N:10]2[C:15]([CH3:16])=[CH:14][C:13]([O:17][CH2:18][C:19]3[CH:24]=[CH:23][C:22]([F:25])=[CH:21][C:20]=3[F:26])=[C:12]([Cl:27])[C:11]2=[O:28])[CH:9]=1.C([O:33][CH2:34][C:35](Cl)=[O:36])(=O)C.C(N(CC)CC)C.[OH-].[Na+], predict the reaction product. The product is: [Cl:27][C:12]1[C:11](=[O:28])[N:10]([C:8]2[CH:9]=[C:4]([CH:5]=[CH:6][C:7]=2[F:29])[CH2:3][NH:2][C:34](=[O:33])[CH2:35][OH:36])[C:15]([CH3:16])=[CH:14][C:13]=1[O:17][CH2:18][C:19]1[CH:24]=[CH:23][C:22]([F:25])=[CH:21][C:20]=1[F:26].